Task: Predict which catalyst facilitates the given reaction.. Dataset: Catalyst prediction with 721,799 reactions and 888 catalyst types from USPTO (1) Reactant: [CH3:1][N:2]1[CH2:7][CH2:6][N:5]([C:8]2[C:17]3[CH:16]=[C:15]([NH:18][C:19](=[O:26])[C:20]4[CH:25]=[CH:24][CH:23]=[CH:22][CH:21]=4)[CH:14]=[CH:13][C:12]=3[CH2:11][CH2:10][CH:9]=2)[CH2:4][CH2:3]1.C([BH3-])#N.[Na+].Cl. Product: [CH3:1][N:2]1[CH2:3][CH2:4][N:5]([CH:8]2[C:17]3[CH:16]=[C:15]([NH:18][C:19](=[O:26])[C:20]4[CH:25]=[CH:24][CH:23]=[CH:22][CH:21]=4)[CH:14]=[CH:13][C:12]=3[CH2:11][CH2:10][CH2:9]2)[CH2:6][CH2:7]1. The catalyst class is: 5. (2) Reactant: Br[C:2]1[CH:7]=[CH:6][N:5]=[C:4]([NH:8][C:9]([NH:11][CH2:12][CH3:13])=[O:10])[CH:3]=1.[CH3:14][C:15]1([CH3:21])[CH2:20][CH2:19][CH2:18][NH:17][CH2:16]1.N1CCCC1C(O)=O.C(=O)([O-])[O-].[K+].[K+]. Product: [CH3:14][C:15]1([CH3:21])[CH2:20][CH2:19][CH2:18][N:17]([C:2]2[CH:7]=[CH:6][N:5]=[C:4]([NH:8][C:9]([NH:11][CH2:12][CH3:13])=[O:10])[CH:3]=2)[CH2:16]1. The catalyst class is: 205.